This data is from Reaction yield outcomes from USPTO patents with 853,638 reactions. The task is: Predict the reaction yield, written as a fraction of the theoretical maximum amount of product (1.0 means a 100% yield; for example, 0.34 means a 34% yield). (1) The reactants are [CH2:1]([O:8][C:9]1[C:17]([CH3:18])=[CH:16][C:12]([C:13](O)=[O:14])=[CH:11][C:10]=1[CH2:19][CH3:20])[C:2]1[CH:7]=[CH:6][CH:5]=[CH:4][CH:3]=1.CCN(C(C)C)C(C)C.C1CN([P+](O[N:47]2[N:55]=NC3C=CC=CC2=3)(N2CCCC2)N2CCCC2)CC1.F[P-](F)(F)(F)(F)F.NN. The catalyst is C(Cl)Cl.C1COCC1. The product is [CH2:1]([O:8][C:9]1[C:17]([CH3:18])=[CH:16][C:12]([C:13]([NH:47][NH2:55])=[O:14])=[CH:11][C:10]=1[CH2:19][CH3:20])[C:2]1[CH:7]=[CH:6][CH:5]=[CH:4][CH:3]=1. The yield is 0.400. (2) The reactants are C[O:2][C:3]1[CH:4]=[C:5]([C:9]2[N:10]=[C:11]3[N:15]([C:16]=2[C:17]2[CH:22]=[CH:21][N:20]=[C:19]([NH:23][C@@H:24]4[CH2:29][CH2:28][CH2:27][N:26]([CH2:30][C@@H:31]([OH:34])[CH2:32][OH:33])[CH2:25]4)[N:18]=2)[CH:14]=[CH:13][S:12]3)[CH:6]=[CH:7][CH:8]=1.B(Br)(Br)Br. The catalyst is C(Cl)Cl. The product is [OH:2][C:3]1[CH:4]=[C:5]([C:9]2[N:10]=[C:11]3[N:15]([C:16]=2[C:17]2[CH:22]=[CH:21][N:20]=[C:19]([NH:23][C@@H:24]4[CH2:29][CH2:28][CH2:27][N:26]([CH2:30][C@@H:31]([OH:34])[CH2:32][OH:33])[CH2:25]4)[N:18]=2)[CH:14]=[CH:13][S:12]3)[CH:6]=[CH:7][CH:8]=1. The yield is 0.490. (3) The reactants are [C:1]([Si:5]([CH3:42])([CH3:41])[O:6][CH:7]([C:37]([CH3:40])([CH3:39])[CH3:38])[CH2:8][CH2:9][C:10]1[CH:15]=[CH:14][C:13]([C:16]([C:21]2[CH:26]=[CH:25][C:24](OS(C(F)(F)F)(=O)=O)=[C:23]([CH3:35])[CH:22]=2)([CH2:19][CH3:20])[CH2:17][CH3:18])=[CH:12][C:11]=1[CH3:36])([CH3:4])([CH3:3])[CH3:2].C([O-])(=O)C.[K+].[B:48]1([B:48]2[O:52][C:51]([CH3:54])([CH3:53])[C:50]([CH3:56])([CH3:55])[O:49]2)[O:52][C:51]([CH3:54])([CH3:53])[C:50]([CH3:56])([CH3:55])[O:49]1.O. The catalyst is O1CCOCC1.C1C=CC(P(C2C=CC=CC=2)[C-]2C=CC=C2)=CC=1.C1C=CC(P(C2C=CC=CC=2)[C-]2C=CC=C2)=CC=1.Cl[Pd]Cl.[Fe+2].C1(P(C2C=CC=CC=2)[C-]2C=CC=C2)C=CC=CC=1.[C-]1(P(C2C=CC=CC=2)C2C=CC=CC=2)C=CC=C1.[Fe+2]. The product is [C:1]([Si:5]([O:6][CH:7]([CH2:8][CH2:9][C:10]1[CH:15]=[CH:14][C:13]([C:16]([CH2:19][CH3:20])([C:21]2[CH:26]=[CH:25][C:24]([B:48]3[O:52][C:51]([CH3:54])([CH3:53])[C:50]([CH3:56])([CH3:55])[O:49]3)=[C:23]([CH3:35])[CH:22]=2)[CH2:17][CH3:18])=[CH:12][C:11]=1[CH3:36])[C:37]([CH3:39])([CH3:38])[CH3:40])([CH3:41])[CH3:42])([CH3:3])([CH3:2])[CH3:4]. The yield is 0.760. (4) The reactants are [NH2:1][C:2]1[CH:7]=[CH:6][C:5](I)=[CH:4][C:3]=1[CH:9]1[C:14]2([C:22]3[C:17](=[CH:18][C:19]([Cl:23])=[CH:20][CH:21]=3)[NH:16][C:15]2=[O:24])[CH:13]([C:25]2[CH:30]=[CH:29][CH:28]=[C:27]([Cl:31])[CH:26]=2)[CH2:12][C:11](=[O:32])[NH:10]1.C[Si]([C:37]#[CH:38])(C)C.C(N(CC)CC)C.[OH-].[Na+]. The catalyst is O1CCCC1.CO.[Cu]I. The product is [NH2:1][C:2]1[CH:7]=[CH:6][C:5]([C:37]#[CH:38])=[CH:4][C:3]=1[CH:9]1[C:14]2([C:22]3[C:17](=[CH:18][C:19]([Cl:23])=[CH:20][CH:21]=3)[NH:16][C:15]2=[O:24])[CH:13]([C:25]2[CH:30]=[CH:29][CH:28]=[C:27]([Cl:31])[CH:26]=2)[CH2:12][C:11](=[O:32])[NH:10]1. The yield is 0.840. (5) The reactants are C[O:2][C:3](=[O:16])[CH2:4][C:5]1[CH:10]=[CH:9][CH:8]=[C:7]([C:11]2[O:12][CH:13]=[CH:14][CH:15]=2)[CH:6]=1.[OH-].[K+]. The catalyst is CC(C)=O.O.[OH-].[Na+]. The product is [O:12]1[CH:13]=[CH:14][CH:15]=[C:11]1[C:7]1[CH:6]=[C:5]([CH2:4][C:3]([OH:16])=[O:2])[CH:10]=[CH:9][CH:8]=1. The yield is 1.00.